This data is from Reaction yield outcomes from USPTO patents with 853,638 reactions. The task is: Predict the reaction yield, written as a fraction of the theoretical maximum amount of product (1.0 means a 100% yield; for example, 0.34 means a 34% yield). (1) The reactants are [NH2:1][CH:2]([C:7]1[CH:12]=[CH:11][C:10]([O:13][CH3:14])=[C:9]([O:15][CH2:16][CH3:17])[CH:8]=1)[CH2:3][C:4]([OH:6])=[O:5].[CH:18]1[C:27]2[C:22](=[CH:23][CH:24]=[CH:25][CH:26]=2)[CH:21]=[C:20]2[C:28]([O:30][C:31](=O)[C:19]=12)=[O:29]. The catalyst is C(O)(=O)C. The product is [CH2:16]([O:15][C:9]1[CH:8]=[C:7]([CH:2]([N:1]2[C:31](=[O:30])[C:19]3[CH:18]=[C:27]4[CH:26]=[CH:25][CH:24]=[CH:23][C:22]4=[CH:21][C:20]=3[C:28]2=[O:29])[CH2:3][C:4]([OH:6])=[O:5])[CH:12]=[CH:11][C:10]=1[O:13][CH3:14])[CH3:17]. The yield is 0.930. (2) The reactants are [C:1]([C:3]1[CH:4]=[C:5]([C:9]2[CH:10]=[C:11]3[C:16](=[CH:17][CH:18]=2)[CH:15]=[C:14]([CH2:19][CH2:20]OS(C)(=O)=O)[CH:13]=[CH:12]3)[CH:6]=[N:7][CH:8]=1)#[N:2].[CH3:26][C@@H:27]1[CH2:31][CH2:30][CH2:29][NH:28]1.C(=O)([O-])[O-].[Cs+].[Cs+]. The catalyst is C(#N)C. The product is [CH3:26][C@@H:27]1[CH2:31][CH2:30][CH2:29][N:28]1[CH2:20][CH2:19][C:14]1[CH:15]=[C:16]2[C:11](=[CH:12][CH:13]=1)[CH:10]=[C:9]([C:5]1[CH:6]=[N:7][CH:8]=[C:3]([CH:4]=1)[C:1]#[N:2])[CH:18]=[CH:17]2. The yield is 0.570. (3) The reactants are [NH2:1][C:2]1[CH:17]=[CH:16][CH:15]=[C:14]([Cl:18])[C:3]=1[C:4]([NH:6][C:7]1[CH:12]=[CH:11][CH:10]=[CH:9][C:8]=1[F:13])=[O:5].[Cl:19][CH2:20][C:21](Cl)=O. The catalyst is C(O)(=O)C. The product is [Cl:18][C:14]1[CH:15]=[CH:16][CH:17]=[C:2]2[C:3]=1[C:4](=[O:5])[N:6]([C:7]1[CH:12]=[CH:11][CH:10]=[CH:9][C:8]=1[F:13])[C:21]([CH2:20][Cl:19])=[N:1]2. The yield is 0.400. (4) The reactants are Br[C:2]1[C:23]([N:24]2[CH2:29][CH2:28][N:27]([CH:30]3[CH2:33][CH2:32][CH2:31]3)[CH2:26][CH2:25]2)=[CH:22][C:5]2[C:6]([CH3:21])([CH3:20])[C:7]3[NH:8][C:9]4[C:14]([C:15]=3[C:16](=[O:17])[C:4]=2[CH:3]=1)=[CH:13][CH:12]=[C:11]([C:18]#[N:19])[CH:10]=4.[C:34]([Si:36]([CH:43]([CH3:45])[CH3:44])([CH:40]([CH3:42])[CH3:41])[CH:37]([CH3:39])[CH3:38])#[CH:35].C1(P(C2CCCCC2)C2C=CC=CC=2C2C(C(C)C)=CC(C(C)C)=CC=2C(C)C)CCCCC1.C(=O)([O-])[O-].[Cs+].[Cs+]. The catalyst is CC#N. The product is [CH:30]1([N:27]2[CH2:26][CH2:25][N:24]([C:23]3[C:2]([C:35]#[C:34][Si:36]([CH:37]([CH3:39])[CH3:38])([CH:43]([CH3:45])[CH3:44])[CH:40]([CH3:42])[CH3:41])=[CH:3][C:4]4[C:16](=[O:17])[C:15]5[C:14]6[C:9](=[CH:10][C:11]([C:18]#[N:19])=[CH:12][CH:13]=6)[NH:8][C:7]=5[C:6]([CH3:21])([CH3:20])[C:5]=4[CH:22]=3)[CH2:29][CH2:28]2)[CH2:33][CH2:32][CH2:31]1. The yield is 0.740. (5) The reactants are [Cl:1][C:2]1[N:7]=[C:6](Cl)[CH:5]=[C:4]([Cl:9])[N:3]=1.[NH2:10][C:11]1[CH:15]=[C:14]([CH:16]2[CH2:18][CH2:17]2)[NH:13][N:12]=1.C(N(CC)CC)C. The catalyst is CCO. The product is [CH:16]1([C:14]2[CH:15]=[C:11]([NH:10][C:6]3[CH:5]=[C:4]([Cl:9])[N:3]=[C:2]([Cl:1])[N:7]=3)[NH:12][N:13]=2)[CH2:18][CH2:17]1. The yield is 0.800. (6) The reactants are [CH:1]([C:3]1[C:4]([O:14][CH2:15][C:16]2[CH:40]=[CH:39][C:19]([O:20][CH2:21][C:22]3[N:23]=[C:24]([C:28]4[CH:29]=[CH:30][C:31]([CH3:38])=[C:32]([CH:37]=4)[C:33]([O:35][CH3:36])=[O:34])[O:25][C:26]=3[CH3:27])=[C:18]([O:41][CH3:42])[CH:17]=2)=[N:5][N:6]([C:8]2[CH:13]=[CH:12][CH:11]=[CH:10][CH:9]=2)[CH:7]=1)=O.[CH2:43]([P:52](=[O:59])([O:56][CH2:57][CH3:58])[O:53][CH2:54][CH3:55])P(=O)(OCC)OCC.CN(C)C=O.[H-].[Na+]. The catalyst is O. The product is [CH2:57]([O:56][P:52](/[CH:43]=[CH:1]/[C:3]1[C:4]([O:14][CH2:15][C:16]2[CH:40]=[CH:39][C:19]([O:20][CH2:21][C:22]3[N:23]=[C:24]([C:28]4[CH:29]=[CH:30][C:31]([CH3:38])=[C:32]([CH:37]=4)[C:33]([O:35][CH3:36])=[O:34])[O:25][C:26]=3[CH3:27])=[C:18]([O:41][CH3:42])[CH:17]=2)=[N:5][N:6]([C:8]2[CH:9]=[CH:10][CH:11]=[CH:12][CH:13]=2)[CH:7]=1)([O:53][CH2:54][CH3:55])=[O:59])[CH3:58]. The yield is 0.410.